Dataset: Forward reaction prediction with 1.9M reactions from USPTO patents (1976-2016). Task: Predict the product of the given reaction. (1) The product is: [NH:1]1[CH:5]=[C:4]([C:6]2[CH:22]=[CH:21][C:9]3[C:10]4[N:11]=[C:12]([C:18]([N:23]5[CH2:27][CH2:26][CH2:25][CH2:24]5)=[O:20])[S:13][C:14]=4[CH2:15][CH2:16][O:17][C:8]=3[CH:7]=2)[CH:3]=[N:2]1. Given the reactants [NH:1]1[CH:5]=[C:4]([C:6]2[CH:22]=[CH:21][C:9]3[C:10]4[N:11]=[C:12]([C:18]([OH:20])=O)[S:13][C:14]=4[CH2:15][CH2:16][O:17][C:8]=3[CH:7]=2)[CH:3]=[N:2]1.[NH:23]1[CH2:27][CH2:26][CH2:25][CH2:24]1, predict the reaction product. (2) Given the reactants [CH3:1][C:2]1[CH:3]=[C:4]([N:9]([CH2:24][CH2:25][C:26]2[CH:31]=[CH:30][C:29]([CH3:32])=[CH:28][CH:27]=2)[C:10]([CH:12](OS(C)(=O)=O)[C:13]2[CH:18]=[CH:17][CH:16]=[CH:15][CH:14]=2)=[O:11])[CH:5]=[CH:6][C:7]=1[CH3:8].[CH2:33]([O:35][CH2:36][CH2:37][NH2:38])[CH3:34], predict the reaction product. The product is: [CH3:1][C:2]1[CH:3]=[C:4]([N:9]([CH2:24][CH2:25][C:26]2[CH:27]=[CH:28][C:29]([CH3:32])=[CH:30][CH:31]=2)[C:10](=[O:11])[CH:12]([NH:38][CH2:37][CH2:36][O:35][CH2:33][CH3:34])[C:13]2[CH:18]=[CH:17][CH:16]=[CH:15][CH:14]=2)[CH:5]=[CH:6][C:7]=1[CH3:8]. (3) Given the reactants Cl[C:2]1[CH:7]=[CH:6][N:5]=[C:4]2[CH:8]=[C:9]([C:11]3[CH:16]=[C:15]([O:17][CH3:18])[C:14]([O:19][CH3:20])=[C:13]([O:21][CH3:22])[CH:12]=3)[O:10][C:3]=12.[NH2:23][C:24]1[CH:25]=[CH:26][C:27]2[O:32][C:31]([F:34])([F:33])[C:30](=[O:35])[NH:29][C:28]=2[CH:36]=1.Cl.O1CCOCC1, predict the reaction product. The product is: [F:34][C:31]1([F:33])[C:30](=[O:35])[NH:29][C:28]2[CH:36]=[C:24]([NH:23][C:2]3[CH:7]=[CH:6][N:5]=[C:4]4[CH:8]=[C:9]([C:11]5[CH:16]=[C:15]([O:17][CH3:18])[C:14]([O:19][CH3:20])=[C:13]([O:21][CH3:22])[CH:12]=5)[O:10][C:3]=34)[CH:25]=[CH:26][C:27]=2[O:32]1. (4) Given the reactants [I:1][C:2]1[CH:3]=[CH:4]C=[C:6](O)[CH:7]=1.[C:9]([O-:12])([O-])=O.[K+].[K+].Br[CH2:16][C:17]([O:19][CH3:20])=[O:18].CCOC(C)=O, predict the reaction product. The product is: [CH3:20][O:19][C:17](=[O:18])[CH2:16][O:12][C:9]1[CH:4]=[CH:3][C:2]([I:1])=[CH:7][CH:6]=1. (5) Given the reactants [C:1]([SH:5])([CH3:4])([CH3:3])[CH3:2].[OH-].[Na+].[Br:8][C:9]1[CH:16]=[CH:15][CH:14]=[CH:13][C:10]=1[CH2:11]Br.C1(C)C=CC=CC=1, predict the reaction product. The product is: [Br:8][C:9]1[CH:16]=[CH:15][CH:14]=[CH:13][C:10]=1[CH2:11][S:5][C:1]([CH3:4])([CH3:3])[CH3:2]. (6) Given the reactants [NH:1]1[C:5]2=[N:6][CH:7]=[CH:8][CH:9]=[C:4]2[C:3]([CH:10]=O)=[CH:2]1.[CH:12]1([NH2:15])[CH2:14][CH2:13]1, predict the reaction product. The product is: [NH:1]1[C:5]2=[N:6][CH:7]=[CH:8][CH:9]=[C:4]2[C:3](/[CH:10]=[N:15]/[CH:12]2[CH2:14][CH2:13]2)=[CH:2]1. (7) The product is: [F:1][C:2]([F:16])([F:17])[C:3]1[CH:4]=[CH:5][C:6](/[CH:9]=[CH:10]/[CH2:11][OH:12])=[CH:7][CH:8]=1. Given the reactants [F:1][C:2]([F:17])([F:16])[C:3]1[CH:8]=[CH:7][C:6](/[CH:9]=[CH:10]/[C:11](OCC)=[O:12])=[CH:5][CH:4]=1.[H-].C([Al+]CC(C)C)C(C)C, predict the reaction product. (8) Given the reactants [CH3:1][O:2][CH:3](OC)[CH2:4]Br.Cl.C(=O)(O)[O-].[Na+].[I:14][C:15]1[CH:20]=[C:19](OC)[N:18]=[C:17]([NH2:23])[CH:16]=1, predict the reaction product. The product is: [I:14][C:15]1[CH:4]=[C:3]([O:2][CH3:1])[N:23]2[CH:20]=[CH:19][N:18]=[C:17]2[CH:16]=1. (9) Given the reactants [CH3:1][O:2][C:3]1[CH:4]=[C:5]2[C:14](=[CH:15][CH:16]=1)[CH:13]([CH2:17][OH:18])[CH:12]([C:19]1[CH:24]=[CH:23][C:22]([O:25][CH3:26])=[CH:21][CH:20]=1)[CH:11]1[CH:6]2[CH2:7][CH2:8][CH2:9][CH2:10]1.[S:27](Cl)([C:30]1[CH:36]=[CH:35][C:33]([CH3:34])=[CH:32][CH:31]=1)(=[O:29])=[O:28].CCN(CC)CC.CNC1C=CC=C(NC)N=1, predict the reaction product. The product is: [CH3:1][O:2][C:3]1[CH:4]=[C:5]2[C:14](=[CH:15][CH:16]=1)[CH:13]([CH2:17][O:18][S:27]([C:30]1[CH:36]=[CH:35][C:33]([CH3:34])=[CH:32][CH:31]=1)(=[O:29])=[O:28])[CH:12]([C:19]1[CH:24]=[CH:23][C:22]([O:25][CH3:26])=[CH:21][CH:20]=1)[CH:11]1[CH:6]2[CH2:7][CH2:8][CH2:9][CH2:10]1.